The task is: Predict the product of the given reaction.. This data is from Forward reaction prediction with 1.9M reactions from USPTO patents (1976-2016). (1) Given the reactants [O:1]1[CH2:6][CH2:5][N:4]([CH2:7][CH2:8][N:9]([C:14]2[CH:15]=[C:16]([CH:21]=[CH:22][C:23]=2[O:24][C:25]([F:28])([F:27])[F:26])[C:17]([O:19]C)=[O:18])[S:10]([CH3:13])(=[O:12])=[O:11])[CH2:3][CH2:2]1.[ClH:29], predict the reaction product. The product is: [ClH:29].[O:1]1[CH2:2][CH2:3][N:4]([CH2:7][CH2:8][N:9]([C:14]2[CH:15]=[C:16]([CH:21]=[CH:22][C:23]=2[O:24][C:25]([F:26])([F:28])[F:27])[C:17]([OH:19])=[O:18])[S:10]([CH3:13])(=[O:11])=[O:12])[CH2:5][CH2:6]1. (2) Given the reactants Br[CH:2]1[C:7](=O)[CH2:6][CH2:5][CH:4]([C:9]([O:11][CH2:12][CH3:13])=[O:10])[CH2:3]1.[C:14]([NH2:22])(=[O:21])[C:15]1[CH:20]=[CH:19][CH:18]=[CH:17][CH:16]=1.ClC(Cl)C, predict the reaction product. The product is: [C:15]1([C:14]2[O:21][C:2]3[CH2:3][CH:4]([C:9]([O:11][CH2:12][CH3:13])=[O:10])[CH2:5][CH2:6][C:7]=3[N:22]=2)[CH:20]=[CH:19][CH:18]=[CH:17][CH:16]=1.